This data is from Reaction yield outcomes from USPTO patents with 853,638 reactions. The task is: Predict the reaction yield, written as a fraction of the theoretical maximum amount of product (1.0 means a 100% yield; for example, 0.34 means a 34% yield). (1) The yield is 0.690. The reactants are C1(S([O-])(=O)=O)C=CC=CC=1.[CH3:11][CH:12]1[CH2:15][NH2+:14][CH2:13]1.[N+:16]([C:19]1[CH:24]=[CH:23][C:22](Br)=[CH:21][N:20]=1)([O-:18])=[O:17].C(=O)([O-])[O-].[Cs+].[Cs+].CC1(C)C2C(=C(P(C3C=CC=CC=3)C3C=CC=CC=3)C=CC=2)OC2C(P(C3C=CC=CC=3)C3C=CC=CC=3)=CC=CC1=2. The product is [CH3:11][CH:12]1[CH2:15][N:14]([C:22]2[CH:23]=[CH:24][C:19]([N+:16]([O-:18])=[O:17])=[N:20][CH:21]=2)[CH2:13]1. The catalyst is C(Cl)Cl.CO.O.C1C=CC(/C=C/C(/C=C/C2C=CC=CC=2)=O)=CC=1.C1C=CC(/C=C/C(/C=C/C2C=CC=CC=2)=O)=CC=1.C1C=CC(/C=C/C(/C=C/C2C=CC=CC=2)=O)=CC=1.[Pd].[Pd].O1CCOCC1. (2) The reactants are Br[C:2]1[N:6]2[C:7]([Cl:22])=[C:8]([C:16]3[CH:21]=[CH:20][CH:19]=[CH:18][CH:17]=3)[N:9]=[C:10]([NH:11][CH2:12][CH:13]([CH3:15])[CH3:14])[C:5]2=[N:4][CH:3]=1.[CH:23]1([NH:26][C:27]([C:29]2[CH:34]=[CH:33][C:32](B(O)O)=[CH:31][CH:30]=2)=[O:28])[CH2:25][CH2:24]1.C(=O)([O-])[O-].[K+].[K+].C(OCC)(=O)C. The catalyst is C1COCC1.C1C=CC(P(C2C=CC=CC=2)[C-]2C=CC=C2)=CC=1.C1C=CC(P(C2C=CC=CC=2)[C-]2C=CC=C2)=CC=1.Cl[Pd]Cl.[Fe+2]. The product is [Cl:22][C:7]1[N:6]2[C:2]([C:32]3[CH:33]=[CH:34][C:29]([C:27]([NH:26][CH:23]4[CH2:24][CH2:25]4)=[O:28])=[CH:30][CH:31]=3)=[CH:3][N:4]=[C:5]2[C:10]([NH:11][CH2:12][CH:13]([CH3:15])[CH3:14])=[N:9][C:8]=1[C:16]1[CH:21]=[CH:20][CH:19]=[CH:18][CH:17]=1. The yield is 0.610.